This data is from Full USPTO retrosynthesis dataset with 1.9M reactions from patents (1976-2016). The task is: Predict the reactants needed to synthesize the given product. (1) Given the product [CH3:1][O:2][CH2:3][C:4]([N:29]1[CH2:30][CH2:31][N:26]([C:24](=[O:25])[C:23]2[CH:32]=[CH:33][C:20](/[CH:19]=[CH:18]/[C:11]3[C:12]4[C:17](=[CH:16][CH:15]=[CH:14][CH:13]=4)[NH:9][N:10]=3)=[CH:21][C:22]=2[CH3:34])[CH2:27][CH2:28]1)=[O:6], predict the reactants needed to synthesize it. The reactants are: [CH3:1][O:2][CH2:3][C:4]([OH:6])=O.Cl.Cl.[NH:9]1[C:17]2[C:12](=[CH:13][CH:14]=[CH:15][CH:16]=2)[C:11](/[CH:18]=[CH:19]/[C:20]2[CH:33]=[CH:32][C:23]([C:24]([N:26]3[CH2:31][CH2:30][NH:29][CH2:28][CH2:27]3)=[O:25])=[C:22]([CH3:34])[CH:21]=2)=[N:10]1.O.ON1C2C=CC=CC=2N=N1.Cl.C(N=C=NCCCN(C)C)C.C(=O)([O-])O.[Na+]. (2) Given the product [CH2:1]([C@@H:8]([N:25]([CH3:26])[C:41]([C:35]1([CH3:34])[CH2:40][CH2:39][CH2:38][CH2:37][CH2:36]1)=[O:42])[CH2:9][N:10]1[CH2:15][CH2:14][CH:13]([C:16]2[CH:21]=[C:20]([F:22])[CH:19]=[CH:18][C:17]=2[O:23][CH3:24])[CH2:12][CH2:11]1)[C:2]1[CH:3]=[CH:4][CH:5]=[CH:6][CH:7]=1, predict the reactants needed to synthesize it. The reactants are: [CH2:1]([C@@H:8]([NH:25][CH3:26])[CH2:9][N:10]1[CH2:15][CH2:14][CH:13]([C:16]2[CH:21]=[C:20]([F:22])[CH:19]=[CH:18][C:17]=2[O:23][CH3:24])[CH2:12][CH2:11]1)[C:2]1[CH:7]=[CH:6][CH:5]=[CH:4][CH:3]=1.C(N(CC)CC)C.[CH3:34][C:35]1([C:41](Cl)=[O:42])[CH2:40][CH2:39][CH2:38][CH2:37][CH2:36]1. (3) The reactants are: [NH2:1][C:2]1[CH:10]=[CH:9][CH:8]=[C:7]([Cl:11])[C:3]=1[C:4]([NH2:6])=O.[Cl-:12].[N:13]1([C:19]([O:21][CH2:22][CH3:23])=[O:20])[CH2:18][CH2:17][NH:16][CH2:15][CH2:14]1. Given the product [Cl:11][C:7]1[CH:8]=[CH:9][CH:10]=[C:2]2[C:3]=1[C:4]([N:16]1[CH2:17][CH2:18][N:13]([C:19]([O:21][CH2:22][CH3:23])=[O:20])[CH2:14][CH2:15]1)=[N:6][C:4]([C:3]1[CH:7]=[CH:8][CH:9]=[CH:10][C:2]=1[Cl:12])=[N:1]2, predict the reactants needed to synthesize it. (4) Given the product [S:23]1[CH:27]=[CH:26][N:25]=[C:24]1[NH:28][C:18]([C:15]1[CH:14]=[CH:13][N:12]=[C:11]2[S:10][C:9]([C:5]3[CH:6]=[CH:7][CH:8]=[C:3]([C:2]([F:22])([F:21])[F:1])[CH:4]=3)=[N:17][C:16]=12)=[O:20], predict the reactants needed to synthesize it. The reactants are: [F:1][C:2]([F:22])([F:21])[C:3]1[CH:4]=[C:5]([C:9]2[S:10][C:11]3[C:16]([N:17]=2)=[C:15]([C:18]([OH:20])=O)[CH:14]=[CH:13][N:12]=3)[CH:6]=[CH:7][CH:8]=1.[S:23]1[CH:27]=[CH:26][N:25]=[C:24]1[NH2:28].CN(C(ON1N=NC2C=CC=NC1=2)=[N+](C)C)C.F[P-](F)(F)(F)(F)F.CCN(C(C)C)C(C)C. (5) Given the product [OH:30][CH2:29][CH2:28][CH2:27][C:26]([NH:25][CH2:7][CH2:8][CH2:9][CH2:10][CH2:11][CH2:12][CH2:13][CH2:14][CH2:15][CH2:16][CH2:17][CH2:18][CH2:19][CH2:20][CH2:21][CH2:22][CH2:23][CH3:24])=[O:32], predict the reactants needed to synthesize it. The reactants are: [H-].[H-].[H-].[H-].[Li+].[Al+3].[CH2:7]([NH:25][C:26](=[O:32])[CH2:27][CH2:28][C:29](O)=[O:30])[CH2:8][CH2:9][CH2:10][CH2:11][CH2:12][CH2:13][CH2:14][CH2:15][CH2:16][CH2:17][CH2:18][CH2:19][CH2:20][CH2:21][CH2:22][CH2:23][CH3:24]. (6) Given the product [CH3:35][N:33]([CH3:34])[S:30]([C:28]1[CH:29]=[CH:2][C:3]([O:4][C:5]2[CH:6]=[C:7]([CH:17]=[C:18]([O:20][C@@H:21]([CH3:25])[CH2:22][O:23][CH3:24])[CH:19]=2)[C:8]([NH:10][C:11]2[CH:15]=[CH:14][N:13]([CH3:16])[N:12]=2)=[O:9])=[CH:26][CH:27]=1)(=[O:31])=[O:32], predict the reactants needed to synthesize it. The reactants are: Cl[C:2]1[CH:29]=[C:28]([S:30]([N:33]([CH3:35])[CH3:34])(=[O:32])=[O:31])[CH:27]=[CH:26][C:3]=1[O:4][C:5]1[CH:6]=[C:7]([CH:17]=[C:18]([O:20][C@@H:21]([CH3:25])[CH2:22][O:23][CH3:24])[CH:19]=1)[C:8]([NH:10][C:11]1[CH:15]=[CH:14][N:13]([CH3:16])[N:12]=1)=[O:9].C(N(CC)CC)C. (7) Given the product [Cl:31][C:32]1[CH:33]=[CH:37][CH:36]=[C:27]2[C:40]=1[CH2:29][N:25]([C:23]([O:1][C@H:2]1[CH2:6][N:5]([C:7]([O:9][C:10]([CH3:11])([CH3:12])[CH3:13])=[O:8])[C@H:4]([C:14]([O:16][CH3:17])=[O:15])[CH2:3]1)=[O:24])[CH2:26]2, predict the reactants needed to synthesize it. The reactants are: [OH:1][C@H:2]1[CH2:6][N:5]([C:7]([O:9][C:10]([CH3:13])([CH3:12])[CH3:11])=[O:8])[C@H:4]([C:14]([O:16][CH3:17])=[O:15])[CH2:3]1.C1N=CN([C:23]([N:25]2[CH:29]=N[CH:27]=[CH:26]2)=[O:24])C=1.Cl.[Cl:31][C:32]1[CH:40]=CC=[C:37]2[C:33]=1CN[CH2:36]2.CCN(C(C)C)C(C)C. (8) Given the product [F:33][C:31]1[C:30]([F:34])=[CH:29][C:25]([C:26]([OH:27])=[O:35])=[C:24]([OH:17])[CH:32]=1, predict the reactants needed to synthesize it. The reactants are: ClC1C=CC2N(C(=O)N(C3C=C([O:17]C)C(C#N)=CC=3F)N=2)C=1.F[C:24]1[CH:32]=[C:31]([F:33])[C:30]([F:34])=[CH:29][C:25]=1[C:26](Cl)=[O:27].[OH-:35].[Na+].Cl. (9) Given the product [NH2:1][C:2]1[CH:7]=[CH:6][C:5]([S:8]([NH2:16])(=[O:10])=[O:9])=[CH:4][C:3]=1[CH3:12], predict the reactants needed to synthesize it. The reactants are: [NH2:1][C:2]1[CH:7]=[CH:6][C:5]([S:8](O)(=[O:10])=[O:9])=[CH:4][C:3]=1[CH3:12].[Cl-].ClC=[N+:16](C)C.C(Cl)(=O)C(Cl)=O.[OH-].[NH4+]. (10) Given the product [CH3:11][O:10][C:7]1[CH:8]=[CH:9][C:2]([O:1][CH2:19][CH2:20][O:21][CH:22]2[CH2:27][CH2:26][CH2:25][CH2:24][O:23]2)=[C:3]([CH:6]=1)[CH:4]=[O:5], predict the reactants needed to synthesize it. The reactants are: [OH:1][C:2]1[CH:9]=[CH:8][C:7]([O:10][CH3:11])=[CH:6][C:3]=1[CH:4]=[O:5].C(=O)([O-])[O-].[Cs+].[Cs+].Br[CH2:19][CH2:20][O:21][CH:22]1[CH2:27][CH2:26][CH2:25][CH2:24][O:23]1.